Task: Predict the reactants needed to synthesize the given product.. Dataset: Full USPTO retrosynthesis dataset with 1.9M reactions from patents (1976-2016) (1) Given the product [C:56]([C:55]1[CH:60]=[C:59]([CH:58]=[CH:53][CH:54]=1)[C:88]([NH:12][C:9]1[C:10]([CH3:11])=[C:5]2[C:4]([C@@H:15]3[CH2:20][CH2:19][N:18]([C:21](=[O:23])[CH2:48][CH:47]4[CH2:50][CH2:49]4)[CH2:17][C@@H:16]3[CH3:28])=[CH:3][N:2]([CH3:1])[C:6]2=[N:7][CH:8]=1)=[O:83])#[N:57], predict the reactants needed to synthesize it. The reactants are: [CH3:1][N:2]1[C:6]2=[N:7][CH:8]=[C:9]([N+:12]([O-])=O)[C:10]([CH3:11])=[C:5]2[C:4]([C:15]2[CH:16]([CH3:28])[CH2:17][N:18]([C:21]([O:23]C(C)(C)C)=O)[CH2:19][CH:20]=2)=[CH:3]1.[CH3:48][CH:47]1[C:50](OS(C(F)(F)F)(=O)=O)=CCN(C(O[C:47]([CH3:50])([CH3:49])[CH3:48])=O)[CH2:49]1.CN1[C:56]2=[N:57][CH:58]=[C:59]([N+]([O-])=O)[C:60](C)=[C:55]2[C:54](B2OC(C)(C)C(C)(C)O2)=[CH:53]1.[O-]P([O-])([O-])=O.[K+].[K+].[K+].O.[O:83]1[CH2:88]COCC1. (2) Given the product [CH2:2]([O:5][C:6]([C@@H:8]1[CH2:13][C@@H:12]2[C@@H:10]([CH2:11]2)[N:9]1[C:14](=[O:16])[CH2:29][N:22]1[C:23]2=[N:24][CH:25]=[CH:26][CH:27]=[C:28]2[C:20]([C:17](=[O:19])[CH3:18])=[N:21]1)=[O:7])[CH:3]=[CH2:4], predict the reactants needed to synthesize it. The reactants are: Cl.[CH2:2]([O:5][C:6]([C@@H:8]1[CH2:13][C@@H:12]2[C@@H:10]([CH2:11]2)[N:9]1[C:14]([OH:16])=O)=[O:7])[CH:3]=[CH2:4].[C:17]([C:20]1[C:28]2[C:23](=[N:24][CH:25]=[CH:26][CH:27]=2)[N:22]([CH2:29]C(O)=O)[N:21]=1)(=[O:19])[CH3:18].CN(C(ON1N=NC2C=CC=CC1=2)=[N+](C)C)C.F[P-](F)(F)(F)(F)F.CCN(C(C)C)C(C)C. (3) Given the product [Cl:36][C:20]1[C:21]([NH:23][C:24]2[C:34]([F:35])=[CH:33][CH:32]=[CH:31][C:25]=2[C:26]([NH:28][CH2:29][CH3:30])=[O:27])=[N:22][C:17]([NH:1][C:2]2[CH:15]=[CH:14][C:5]3[NH:6][C:7](=[O:13])[CH2:8][CH2:9][C:10]([CH3:12])([CH3:11])[C:4]=3[CH:3]=2)=[N:18][CH:19]=1, predict the reactants needed to synthesize it. The reactants are: [NH2:1][C:2]1[CH:15]=[CH:14][C:5]2[NH:6][C:7](=[O:13])[CH2:8][CH2:9][C:10]([CH3:12])([CH3:11])[C:4]=2[CH:3]=1.Cl[C:17]1[N:22]=[C:21]([NH:23][C:24]2[C:34]([F:35])=[CH:33][CH:32]=[CH:31][C:25]=2[C:26]([NH:28][CH2:29][CH3:30])=[O:27])[C:20]([Cl:36])=[CH:19][N:18]=1. (4) Given the product [NH2:7][C@@H:8]1[CH2:13][CH2:12][CH2:11][N:10]([C:14]2[S:15][C:16]([NH:21][C:22]3[CH:27]=[CH:26][CH:25]=[CH:24][N:23]=3)=[C:17]([C:19]#[N:20])[N:18]=2)[CH2:9]1, predict the reactants needed to synthesize it. The reactants are: C(OC(=O)[NH:7][C@@H:8]1[CH2:13][CH2:12][CH2:11][N:10]([C:14]2[S:15][C:16]([NH:21][C:22]3[CH:27]=[CH:26][CH:25]=[CH:24][N:23]=3)=[C:17]([C:19]#[N:20])[N:18]=2)[CH2:9]1)(C)(C)C.FC(F)(F)C(O)=O. (5) Given the product [CH3:5][C:3]1[NH:23][C:19]2[N:20]([N:21]=[CH:22][C:18]=2[C:11]2[C:12]([CH3:17])=[CH:13][C:14]([CH3:16])=[CH:15][C:10]=2[CH3:9])[C:1](=[O:7])[CH:2]=1, predict the reactants needed to synthesize it. The reactants are: [C:1]([O:7]C)(=O)[CH2:2][C:3]([CH3:5])=O.[CH3:9][C:10]1[CH:15]=[C:14]([CH3:16])[CH:13]=[C:12]([CH3:17])[C:11]=1[C:18]1[CH:22]=[N:21][NH:20][C:19]=1[NH2:23].C(O)C. (6) Given the product [C:1]1([CH2:7][CH2:8][CH2:9][N:10]2[CH2:11][CH2:12][N:13]([CH2:16][CH2:17][CH:18]([OH:24])[CH2:19][CH2:20][CH2:21][CH2:22][CH3:23])[CH2:14][CH2:15]2)[CH:2]=[CH:3][CH:4]=[CH:5][CH:6]=1, predict the reactants needed to synthesize it. The reactants are: [C:1]1([CH2:7][CH2:8][CH2:9][N:10]2[CH2:15][CH2:14][N:13]([CH2:16][CH2:17][C:18](=[O:24])[CH2:19][CH2:20][CH2:21][CH2:22][CH3:23])[CH2:12][CH2:11]2)[CH:6]=[CH:5][CH:4]=[CH:3][CH:2]=1.[BH4-].[Na+].CC(C)=O. (7) Given the product [CH2:27]([O:26][C:24]([N:14]1[CH2:15][CH2:16][CH:11]([CH2:10][CH2:9][CH2:8][C:7]([C:3]2[O:2][CH:6]=[CH:5][N:4]=2)=[O:17])[CH2:12][CH2:13]1)=[O:25])[C:28]1[CH:33]=[CH:32][CH:31]=[CH:30][CH:29]=1, predict the reactants needed to synthesize it. The reactants are: Cl.[O:2]1[CH:6]=[CH:5][N:4]=[C:3]1[C:7](=[O:17])[CH2:8][CH2:9][CH2:10][CH:11]1[CH2:16][CH2:15][NH:14][CH2:13][CH2:12]1.C([O-])(O)=O.[Na+].Cl[C:24]([O:26][CH2:27][C:28]1[CH:33]=[CH:32][CH:31]=[CH:30][CH:29]=1)=[O:25]. (8) Given the product [F:61][C:54]1[CH:53]=[CH:52][C:51]([C:45]2[CH:44]=[C:43]([CH2:42][C:41]([OH:62])=[O:40])[CH:48]=[CH:47][C:46]=2[O:49][CH3:50])=[C:60]2[C:55]=1[CH2:56][CH2:57][N:58]([C:10](=[O:12])[CH2:9][C:8]([C:5]1[CH:4]=[CH:3][C:2]([F:1])=[CH:7][CH:6]=1)([CH3:14])[CH3:13])[CH2:59]2, predict the reactants needed to synthesize it. The reactants are: [F:1][C:2]1[CH:7]=[CH:6][C:5]([C:8]([CH3:14])([CH3:13])[CH2:9][C:10]([OH:12])=O)=[CH:4][CH:3]=1.O.ON1C2C=CC=CC=2N=N1.Cl.CN(C)CCCN=C=NCC.C([O:40][C:41](=[O:62])[CH2:42][C:43]1[CH:48]=[CH:47][C:46]([O:49][CH3:50])=[C:45]([C:51]2[CH:52]=[CH:53][C:54]([F:61])=[C:55]3[C:60]=2[CH2:59][NH:58][CH2:57][CH2:56]3)[CH:44]=1)C.C(N(CC)CC)C.